From a dataset of Catalyst prediction with 721,799 reactions and 888 catalyst types from USPTO. Predict which catalyst facilitates the given reaction. Reactant: P(F)(F)(F)(F)F.N1(OC(N(C)C)=[N+](C)C)C2N=CC=CC=2N=N1.C(N(C(C)C)CC)(C)C.[OH:33][C:34]1[CH:42]=[C:41]([OH:43])[CH:40]=[CH:39][C:35]=1[C:36]([OH:38])=O.[CH3:44][C:45]1[CH:50]=[CH:49][CH:48]=[CH:47][C:46]=1[CH:51]1[CH2:55][CH2:54][CH2:53][NH:52]1.C([O-])(O)=O.[Na+]. Product: [CH3:44][C:45]1[CH:50]=[CH:49][CH:48]=[CH:47][C:46]=1[CH:51]1[CH2:55][CH2:54][CH2:53][N:52]1[C:36]([C:35]1[CH:39]=[CH:40][C:41]([OH:43])=[CH:42][C:34]=1[OH:33])=[O:38]. The catalyst class is: 3.